Dataset: Catalyst prediction with 721,799 reactions and 888 catalyst types from USPTO. Task: Predict which catalyst facilitates the given reaction. (1) Reactant: [C:1]([NH:4][C@H:5]([C:14]([NH:16][C@H:17]([C:21]([N:23]1[CH2:45][CH2:44][CH2:43][CH2:42][CH:24]1[C:25]([NH:27][CH:28]1[CH:32]([O:33]CC2C=CC=CC=2)[O:31][C:30](=[O:41])[CH2:29]1)=[O:26])=[O:22])[CH:18]([CH3:20])[CH3:19])=[O:15])[CH2:6][C:7]1[CH:12]=[CH:11][C:10]([OH:13])=[CH:9][CH:8]=1)(=[O:3])[CH3:2]. Product: [C:1]([NH:4][C@H:5]([C:14]([NH:16][C@H:17]([C:21]([N:23]1[CH2:45][CH2:44][CH2:43][CH2:42][CH:24]1[C:25]([NH:27][CH:28]([CH:32]=[O:33])[CH2:29][C:30]([OH:41])=[O:31])=[O:26])=[O:22])[CH:18]([CH3:20])[CH3:19])=[O:15])[CH2:6][C:7]1[CH:12]=[CH:11][C:10]([OH:13])=[CH:9][CH:8]=1)(=[O:3])[CH3:2]. The catalyst class is: 105. (2) Reactant: [C:1]([O:8][CH2:9][C:10](=[O:20])[CH2:11][O:12][C:13](=[O:19])[CH2:14][CH2:15][CH2:16][C:17]#[CH:18])(=[O:7])[CH2:2][CH2:3][CH2:4][C:5]#[CH:6].C([BH3-])#N.[Na+].C(O)(=O)C. Product: [C:1]([O:8][CH2:9][CH:10]([OH:20])[CH2:11][O:12][C:13](=[O:19])[CH2:14][CH2:15][CH2:16][C:17]#[CH:18])(=[O:7])[CH2:2][CH2:3][CH2:4][C:5]#[CH:6]. The catalyst class is: 1. (3) Reactant: [CH3:1][O:2][C:3]([C:5]1[C:6]([OH:30])=[C:7]2[C:12](=[C:13](Br)[N:14]=1)[N:11]([CH2:16][C:17]1[CH:22]=[CH:21][CH:20]=[CH:19][CH:18]=1)[C:10](=[O:23])[C:9]([C:24]1[CH:29]=[CH:28][CH:27]=[CH:26][CH:25]=1)=[CH:8]2)=[O:4].[CH3:31][C:32]1[CH:37]=[CH:36][C:35]([Sn](CCCC)(CCCC)CCCC)=[CH:34][N:33]=1.CCOC(C)=O.Cl. Product: [CH3:1][O:2][C:3]([C:5]1[C:6]([OH:30])=[C:7]2[C:12](=[C:13]([C:35]3[CH:34]=[N:33][C:32]([CH3:31])=[CH:37][CH:36]=3)[N:14]=1)[N:11]([CH2:16][C:17]1[CH:22]=[CH:21][CH:20]=[CH:19][CH:18]=1)[C:10](=[O:23])[C:9]([C:24]1[CH:29]=[CH:28][CH:27]=[CH:26][CH:25]=1)=[CH:8]2)=[O:4]. The catalyst class is: 510. (4) Reactant: Br[C:2]1[CH:3]=[C:4]([CH:9]=[C:10]([C:12]2[CH:17]=[CH:16][C:15]([CH3:18])=[CH:14][N:13]=2)[CH:11]=1)[C:5]([O:7][CH3:8])=[O:6].[NH:19]1[CH2:24][CH2:23][O:22][CH2:21][C:20]1=[O:25].C(=O)([O-])[O-].[Cs+].[Cs+].CC1(C)C2C(=C(P(C3C=CC=CC=3)C3C=CC=CC=3)C=CC=2)OC2C(P(C3C=CC=CC=3)C3C=CC=CC=3)=CC=CC1=2. Product: [CH3:18][C:15]1[CH:16]=[CH:17][C:12]([C:10]2[CH:9]=[C:4]([CH:3]=[C:2]([N:19]3[CH2:24][CH2:23][O:22][CH2:21][C:20]3=[O:25])[CH:11]=2)[C:5]([O:7][CH3:8])=[O:6])=[N:13][CH:14]=1. The catalyst class is: 584. (5) Reactant: [Br:1][C:2]1[CH:7]=[CH:6][C:5]([OH:8])=[C:4]([F:9])[CH:3]=1.Cl.Cl[CH2:12][CH2:13][N:14]([CH2:17][CH3:18])[CH2:15][CH3:16].C([O-])([O-])=O.[Cs+].[Cs+].O. Product: [Br:1][C:2]1[CH:7]=[CH:6][C:5]([O:8][CH2:12][CH2:13][N:14]([CH2:17][CH3:18])[CH2:15][CH3:16])=[C:4]([F:9])[CH:3]=1. The catalyst class is: 3.